From a dataset of Full USPTO retrosynthesis dataset with 1.9M reactions from patents (1976-2016). Predict the reactants needed to synthesize the given product. (1) Given the product [CH2:2]([O:4][C:5](=[O:12])[CH2:6][C:7]([O:9][CH2:10][CH3:11])=[NH:8])[CH3:3], predict the reactants needed to synthesize it. The reactants are: Cl.[CH2:2]([O:4][C:5](=[O:12])[CH2:6][C:7]([O:9][CH2:10][CH3:11])=[NH:8])[CH3:3].[OH-].[Na+]. (2) Given the product [F:41][C:39]1[CH:40]=[C:35]([S:32]([N:28]2[CH2:27][C:9]3[C:10]([NH:11][C:12](=[O:26])[C:13]4[CH:18]=[CH:17][C:16]([N:19]5[CH2:20][CH2:21][N:22]([CH3:25])[CH2:23][CH2:24]5)=[CH:15][CH:14]=4)=[N:6][NH:7][C:8]=3[C:29]2([CH3:31])[CH3:30])(=[O:33])=[O:34])[CH:36]=[C:37]([F:42])[CH:38]=1, predict the reactants needed to synthesize it. The reactants are: C(OC([N:6]1[C:10]([NH:11][C:12](=[O:26])[C:13]2[CH:18]=[CH:17][C:16]([N:19]3[CH2:24][CH2:23][N:22]([CH3:25])[CH2:21][CH2:20]3)=[CH:15][CH:14]=2)=[C:9]2[CH2:27][N:28]([S:32]([C:35]3[CH:40]=[C:39]([F:41])[CH:38]=[C:37]([F:42])[CH:36]=3)(=[O:34])=[O:33])[C:29]([CH3:31])([CH3:30])[C:8]2=[N:7]1)=O)C. (3) Given the product [CH2:1]([N:8]1[CH:16]=[N:15][C:14]2[C:9]1=[N:10][C:11]([NH:20][CH2:21][CH2:22][OH:23])=[N:12][C:13]=2[NH2:17])[C:2]1[CH:7]=[CH:6][CH:5]=[CH:4][CH:3]=1, predict the reactants needed to synthesize it. The reactants are: [CH2:1]([N:8]1[CH:16]=[N:15][C:14]2[C:9]1=[N:10][C:11](Cl)=[N:12][C:13]=2[NH2:17])[C:2]1[CH:7]=[CH:6][CH:5]=[CH:4][CH:3]=1.O.[NH2:20][CH2:21][CH2:22][OH:23]. (4) Given the product [N+:17]([C:12]1[CH:13]=[CH:14][CH:15]=[CH:16][C:11]=1[N:1]1[C:9]2[C:4](=[CH:5][CH:6]=[CH:7][CH:8]=2)[CH:3]=[CH:2]1)([O-:19])=[O:18], predict the reactants needed to synthesize it. The reactants are: [NH:1]1[C:9]2[C:4](=[CH:5][CH:6]=[CH:7][CH:8]=2)[CH:3]=[CH:2]1.I[C:11]1[CH:16]=[CH:15][CH:14]=[CH:13][C:12]=1[N+:17]([O-:19])=[O:18]. (5) Given the product [Br:18][C:5]1[C:6]([N:8]2[C:12](=[O:13])[N:11]([CH:14]([F:16])[F:15])[C:10]([CH3:17])=[N:9]2)=[CH:7][C:2]2[N:1]=[C:23]([SH:25])[S:24][C:3]=2[CH:4]=1, predict the reactants needed to synthesize it. The reactants are: [NH2:1][C:2]1[C:3](F)=[CH:4][C:5]([Br:18])=[C:6]([N:8]2[C:12](=[O:13])[N:11]([CH:14]([F:16])[F:15])[C:10]([CH3:17])=[N:9]2)[CH:7]=1.CCO[C:23]([S-:25])=[S:24].[K+].Cl. (6) Given the product [OH:5][CH:4]([C:6]1[CH:11]=[CH:10][CH:9]=[C:8](/[CH:12]=[CH:13]/[C:14]2[C:19]([CH3:21])([CH3:20])[CH2:18][CH2:17][CH2:16][C:15]=2[CH3:22])[CH:7]=1)[C:3]([CH3:24])([CH3:23])[CH2:2][NH:1][C:25](=[O:26])[O:27][C:28]([CH3:31])([CH3:30])[CH3:29], predict the reactants needed to synthesize it. The reactants are: [NH2:1][CH2:2][C:3]([CH3:24])([CH3:23])[CH:4]([C:6]1[CH:11]=[CH:10][CH:9]=[C:8](/[CH:12]=[CH:13]/[C:14]2[C:19]([CH3:21])([CH3:20])[CH2:18][CH2:17][CH2:16][C:15]=2[CH3:22])[CH:7]=1)[OH:5].[C:25](O[C:25]([O:27][C:28]([CH3:31])([CH3:30])[CH3:29])=[O:26])([O:27][C:28]([CH3:31])([CH3:30])[CH3:29])=[O:26].